This data is from Forward reaction prediction with 1.9M reactions from USPTO patents (1976-2016). The task is: Predict the product of the given reaction. Given the reactants [O:1]=[C:2]1[C:11]2[C:6](=[CH:7][CH:8]=[CH:9][CH:10]=2)[O:5][C:4]([C:12](OC)=[O:13])=[CH:3]1.[BH4-].[Na+], predict the reaction product. The product is: [OH:13][CH2:12][C:4]1[O:5][C:6]2[C:11]([C:2](=[O:1])[CH:3]=1)=[CH:10][CH:9]=[CH:8][CH:7]=2.